Dataset: Full USPTO retrosynthesis dataset with 1.9M reactions from patents (1976-2016). Task: Predict the reactants needed to synthesize the given product. (1) Given the product [S:19]1[CH:20]=[CH:21][CH:22]=[C:18]1[C:16]([NH:15][CH2:14][C:12]1[N:13]=[C:9]([N:7]2[CH2:6][CH:5]([S:4][C:44]3[C@H:45]([CH3:68])[C@@H:46]4[C@@H:63]([C@H:64]([OH:66])[CH3:65])[C:62](=[O:67])[N:47]4[C:48]=3[C:49]([O:51][CH2:52][C:53]3[CH:58]=[CH:57][C:56]([N+:59]([O-:61])=[O:60])=[CH:55][CH:54]=3)=[O:50])[CH2:8]2)[S:10][CH:11]=1)=[O:17], predict the reactants needed to synthesize it. The reactants are: C([S:4][CH:5]1[CH2:8][N:7]([C:9]2[S:10][CH:11]=[C:12]([CH2:14][NH:15][C:16]([C:18]3[S:19][CH:20]=[CH:21][CH:22]=3)=[O:17])[N:13]=2)[CH2:6]1)(=O)C.C(O)(=O)C.NN.C1(P(O[C:44]2[C@H:45]([CH3:68])[C@H:46]3[C@@H:63]([C@H:64]([OH:66])[CH3:65])[C:62](=[O:67])[N:47]3[C:48]=2[C:49]([O:51][CH2:52][C:53]2[CH:58]=[CH:57][C:56]([N+:59]([O-:61])=[O:60])=[CH:55][CH:54]=2)=[O:50])(C2C=CC=CC=2)=O)C=CC=CC=1.C(N(C(C)C)CC)(C)C.C(=O)([O-])O.[Na+]. (2) Given the product [CH3:26][N:17]1[C:18]2[CH:25]=[CH:24][CH:23]=[CH:22][C:19]=2[C:20](=[O:21])[N:14]([CH2:13][C@H:10]2[CH2:11][CH2:12][C@H:7]([C:5]([OH:6])=[O:4])[CH2:8][CH2:9]2)[CH2:15][C:16]1=[O:27], predict the reactants needed to synthesize it. The reactants are: [Li+].[OH-].C[O:4][C:5]([C@H:7]1[CH2:12][CH2:11][C@H:10]([CH2:13][N:14]2[C:20](=[O:21])[C:19]3[CH:22]=[CH:23][CH:24]=[CH:25][C:18]=3[N:17]([CH3:26])[C:16](=[O:27])[CH2:15]2)[CH2:9][CH2:8]1)=[O:6]. (3) Given the product [CH2:22]([O:24][C:25](=[O:38])[CH2:26][CH:27]([C:31]1[CH:32]=[N:33][C:34]([CH3:37])=[N:35][CH:36]=1)[CH2:28][CH:29]=[CH:7][C:8](=[O:21])[CH2:9][CH2:10][C:11]1[CH:20]=[CH:19][C:18]2[CH2:17][CH2:16][CH2:15][NH:14][C:13]=2[N:12]=1)[CH3:23], predict the reactants needed to synthesize it. The reactants are: COP([CH2:7][C:8](=[O:21])[CH2:9][CH2:10][C:11]1[CH:20]=[CH:19][C:18]2[CH2:17][CH2:16][CH2:15][NH:14][C:13]=2[N:12]=1)(=O)OC.[CH2:22]([O:24][C:25](=[O:38])[CH2:26][CH:27]([C:31]1[CH:32]=[N:33][C:34]([CH3:37])=[N:35][CH:36]=1)[CH2:28][CH:29]=O)[CH3:23].C([O-])([O-])=O.[K+].[K+]. (4) Given the product [Cl:20][CH:21]([CH:13]([O:14][CH2:15][CH3:16])[O:17][CH2:18][CH3:19])[C:22](=[O:24])[CH3:23], predict the reactants needed to synthesize it. The reactants are: B(F)(F)F.CCOCC.C(O[CH:13]([O:17][CH2:18][CH3:19])[O:14][CH2:15][CH3:16])C.[Cl:20][CH2:21][C:22](=[O:24])[CH3:23].CCN(C(C)C)C(C)C.C([O-])(O)=O.[Na+]. (5) Given the product [O:3]=[C:4]([O-:16])[C@@H:5]([C@H:7]([C@@H:9]([C@@H:11]([C:13]([O-:15])=[O:14])[OH:12])[OH:10])[OH:8])[OH:6].[K+:2].[K+:2], predict the reactants needed to synthesize it. The reactants are: [OH-].[K+:2].[O:3]=[C:4]([OH:16])[C@@H:5]([C@H:7]([C@@H:9]([C@@H:11]([C:13]([O-:15])=[O:14])[OH:12])[OH:10])[OH:8])[OH:6].[K+]. (6) Given the product [CH2:29]([O:28][C:24]1[CH:23]=[CH:22][C:21]([C:16]([C:13]2[CH:12]=[CH:11][C:10]([C:5]#[C:4][CH:3]([OH:6])[C:2]([CH3:8])([CH3:7])[CH3:1])=[CH:15][CH:14]=2)([CH2:19][CH3:20])[CH2:17][CH3:18])=[CH:26][C:25]=1[CH3:27])[C:30]1[CH:31]=[CH:32][CH:33]=[CH:34][CH:35]=1, predict the reactants needed to synthesize it. The reactants are: [CH3:1][C:2]([CH3:8])([CH3:7])[CH:3]([OH:6])[C:4]#[CH:5].Br[C:10]1[CH:15]=[CH:14][C:13]([C:16]([C:21]2[CH:22]=[CH:23][C:24]([O:28][CH2:29][C:30]3[CH:35]=[CH:34][CH:33]=[CH:32][CH:31]=3)=[C:25]([CH3:27])[CH:26]=2)([CH2:19][CH3:20])[CH2:17][CH3:18])=[CH:12][CH:11]=1. (7) Given the product [Cl:1][C:2]1[CH:3]=[C:4]([NH:9][C:10]2[C:11]3[C:18]4[CH2:19][CH2:20][C:33]5[N:31]([CH2:30][CH2:29][OH:28])[N:32]=[CH:21][C:22]=5[C:17]=4[S:16][C:12]=3[N:13]=[CH:14][N:15]=2)[CH:5]=[CH:6][C:7]=1[F:8], predict the reactants needed to synthesize it. The reactants are: [Cl:1][C:2]1[CH:3]=[C:4]([NH:9][C:10]2[C:11]3[C:18]4[CH2:19][CH2:20][C:21](=O)[C:22](=CN(C)C)[C:17]=4[S:16][C:12]=3[N:13]=[CH:14][N:15]=2)[CH:5]=[CH:6][C:7]=1[F:8].[OH:28][CH2:29][CH2:30][N:31]([C:33](OC(C)(C)C)=O)[NH2:32].